From a dataset of Forward reaction prediction with 1.9M reactions from USPTO patents (1976-2016). Predict the product of the given reaction. Given the reactants C([O:4][CH2:5][CH2:6][S:7][CH3:8])(=O)C.S(Cl)(Cl)(=O)=O.[F:14][C:15]1[CH:21]=[CH:20][C:19]([O:22][CH3:23])=[CH:18][C:16]=1[NH2:17].CN(C)C1C2C(=CC=CC=2N(C)C)C=CC=1, predict the reaction product. The product is: [F:14][C:15]1[CH:21]=[CH:20][C:19]([O:22][CH3:23])=[C:18]2[C:16]=1[NH:17][C:5](=[O:4])[CH:6]2[S:7][CH3:8].